This data is from Peptide-MHC class I binding affinity with 185,985 pairs from IEDB/IMGT. The task is: Regression. Given a peptide amino acid sequence and an MHC pseudo amino acid sequence, predict their binding affinity value. This is MHC class I binding data. (1) The peptide sequence is IVYSLVTTI. The MHC is HLA-B08:01 with pseudo-sequence HLA-B08:01. The binding affinity (normalized) is 0.120. (2) The peptide sequence is GPASLPTAL. The MHC is HLA-B57:01 with pseudo-sequence HLA-B57:01. The binding affinity (normalized) is 0.0847. (3) The peptide sequence is IPEQSQCQAI. The MHC is HLA-B35:01 with pseudo-sequence HLA-B35:01. The binding affinity (normalized) is 0.195. (4) The peptide sequence is RMVLASTTAK. The MHC is HLA-A03:01 with pseudo-sequence HLA-A03:01. The binding affinity (normalized) is 0.548. (5) The peptide sequence is NLFEKFFPSS. The MHC is HLA-A02:02 with pseudo-sequence HLA-A02:02. The binding affinity (normalized) is 0.443. (6) The peptide sequence is APGKGLEWV. The MHC is HLA-B35:01 with pseudo-sequence HLA-B35:01. The binding affinity (normalized) is 0.